This data is from Full USPTO retrosynthesis dataset with 1.9M reactions from patents (1976-2016). The task is: Predict the reactants needed to synthesize the given product. (1) Given the product [C:1]([O:5][C:6]([N:8]1[C:17]2[C:12](=[CH:13][C:14]([C:18]3[CH:19]=[N:20][CH:21]=[C:22]([CH2:24][CH2:25][CH2:26][S:27]([CH3:30])(=[O:28])=[O:29])[CH:23]=3)=[CH:15][N:16]=2)[CH2:11][CH2:10][CH2:9]1)=[O:7])([CH3:4])([CH3:3])[CH3:2], predict the reactants needed to synthesize it. The reactants are: [C:1]([O:5][C:6]([N:8]1[C:17]2[C:12](=[CH:13][C:14]([C:18]3[CH:19]=[N:20][CH:21]=[C:22]([CH:24]=[CH:25][CH2:26][S:27]([CH3:30])(=[O:29])=[O:28])[CH:23]=3)=[CH:15][N:16]=2)[CH2:11][CH2:10][CH2:9]1)=[O:7])([CH3:4])([CH3:3])[CH3:2]. (2) Given the product [CH3:55][O:58][C:15]1[C:16]2[C:8]([C:6]3[CH:5]=[CH:4][N:3]=[C:2]([NH2:32])[CH:7]=3)=[CH:9][N:10]([CH2:24][O:25][CH2:26][CH2:27][Si:28]([CH3:31])([CH3:30])[CH3:29])[C:11]=2[N:12]=[CH:18][N:17]=1, predict the reactants needed to synthesize it. The reactants are: F[C:2]1[CH:7]=[C:6]([C:8]2[C:16]3[C:11](=[N:12]C=C[C:15]=3[N:17]3CCN(C)C[CH2:18]3)[N:10]([CH2:24][O:25][CH2:26][CH2:27][Si:28]([CH3:31])([CH3:30])[CH3:29])[CH:9]=2)[CH:5]=[CH:4][N:3]=1.[NH2:32]C1C=C(B2OC(C)(C)C(C)(C)O2)C=CN=1.C1(C)C=CC=CC=1.[C:55](=[O:58])([O-])[O-].[Na+].[Na+]. (3) Given the product [N:27]([C@@H:22]1[CH2:23][CH2:24][CH2:25][CH2:26][C@H:21]1[CH2:20][C:19]1[NH:17][C:15](=[O:16])[C:12]2[NH:13][N:14]=[C:10]([CH:7]([CH3:9])[CH3:8])[C:11]=2[N:18]=1)=[N+:28]=[N-:29], predict the reactants needed to synthesize it. The reactants are: CC(C)([O-])C.[K+].[CH:7]([C:10]1[NH:14][N:13]=[C:12]([C:15]([NH2:17])=[O:16])[C:11]=1[NH:18][C:19](=O)[CH2:20][C@@H:21]1[CH2:26][CH2:25][CH2:24][CH2:23][C@H:22]1[N:27]=[N+:28]=[N-:29])([CH3:9])[CH3:8]. (4) Given the product [F:23][C:24]1[C:25]([C:7]2[CH:16]=[CH:15][C:10]([C:11]([O:13][CH3:14])=[O:12])=[CH:9][C:8]=2[C:17]([O:19][CH3:20])=[O:18])=[CH:26][C:27]([O:30][CH3:31])=[N:28][CH:29]=1, predict the reactants needed to synthesize it. The reactants are: FC(F)(F)S(O[C:7]1[CH:16]=[CH:15][C:10]([C:11]([O:13][CH3:14])=[O:12])=[CH:9][C:8]=1[C:17]([O:19][CH3:20])=[O:18])(=O)=O.[F:23][C:24]1[C:25](B(O)O)=[CH:26][C:27]([O:30][CH3:31])=[N:28][CH:29]=1.C(=O)([O-])[O-].[K+].[K+]. (5) Given the product [CH2:14]([O:13][C:7]1[CH:6]=[CH:5][C:4]([CH:1]2[CH2:2][O:3]2)=[CH:12][C:8]=1[C:9]([NH2:11])=[O:10])[C:15]1[CH:20]=[CH:19][CH:18]=[CH:17][CH:16]=1, predict the reactants needed to synthesize it. The reactants are: [C:1]([C:4]1[CH:5]=[CH:6][C:7]([O:13][CH2:14][C:15]2[CH:20]=[CH:19][CH:18]=[CH:17][CH:16]=2)=[C:8]([CH:12]=1)[C:9]([NH2:11])=[O:10])(=[O:3])[CH3:2].BrBr. (6) The reactants are: [C:1]([O:5][C:6]([CH2:8][O:9][C:10]1[CH:15]=[CH:14][C:13]([C:16]2[C:17]3[NH:21][C:20]([CH:22]=[C:23]4[N:46]=[C:26]([C:27]([CH:39]([CH2:43][CH2:44]Br)[CH2:40][CH2:41]Br)=[C:28]5[NH:38][C:31](=[CH:32][C:33]6[CH:34]=[CH:35][C:36]=2[N:37]=6)[CH:30]=[CH:29]5)[CH:25]=[CH:24]4)=[CH:19][CH:18]=3)=[CH:12][CH:11]=1)=[O:7])([CH3:4])([CH3:3])[CH3:2].C[O:48][P:49]([O:52][CH3:53])[O:50][CH3:51]. Given the product [C:1]([O:5][C:6]([CH2:8][O:9][C:10]1[CH:15]=[CH:14][C:13]([C:16]2[C:17]3[NH:21][C:20]([CH:22]=[C:23]4[N:46]=[C:26]([C:27]([CH:39]([CH2:43][CH2:44][P:49]([O:52][CH3:53])([O:50][CH3:51])=[O:48])[CH2:40][CH2:41][P:49]([O:52][CH3:53])([O:50][CH3:51])=[O:48])=[C:28]5[NH:38][C:31](=[CH:32][C:33]6[CH:34]=[CH:35][C:36]=2[N:37]=6)[CH:30]=[CH:29]5)[CH:25]=[CH:24]4)=[CH:19][CH:18]=3)=[CH:12][CH:11]=1)=[O:7])([CH3:4])([CH3:3])[CH3:2], predict the reactants needed to synthesize it.